Regression. Given a peptide amino acid sequence and an MHC pseudo amino acid sequence, predict their binding affinity value. This is MHC class II binding data. From a dataset of Peptide-MHC class II binding affinity with 134,281 pairs from IEDB. The MHC is DRB1_0101 with pseudo-sequence DRB1_0101. The binding affinity (normalized) is 0.197. The peptide sequence is IFCAMPYNILDRIITNAG.